From a dataset of Full USPTO retrosynthesis dataset with 1.9M reactions from patents (1976-2016). Predict the reactants needed to synthesize the given product. (1) Given the product [CH3:26][O:25][C:22]1[N:21]=[CH:20][C:19]([N:10]2[C:11]([C:13]3[CH:17]=[CH:16][N:15]([CH3:18])[CH:14]=3)=[CH:12][C:8]([C:6]([OH:7])=[O:5])=[N:9]2)=[CH:24][CH:23]=1, predict the reactants needed to synthesize it. The reactants are: [OH-].[Na+].C([O:5][C:6]([C:8]1[CH:12]=[C:11]([C:13]2[CH:17]=[CH:16][N:15]([CH3:18])[CH:14]=2)[N:10]([C:19]2[CH:20]=[N:21][C:22]([O:25][CH3:26])=[CH:23][CH:24]=2)[N:9]=1)=[O:7])C.O.C(OCC)C. (2) Given the product [CH2:1]([O:8][CH2:9][CH2:10][O:11][CH2:12][C@:13]1([OH:17])[C@@H:28]([OH:27])[C@H:24]([OH:25])[C@@H:20]([CH2:14][OH:15])[O:21][CH:22]1[OH:23])[C:2]1[CH:3]=[CH:4][CH:5]=[CH:6][CH:7]=1, predict the reactants needed to synthesize it. The reactants are: [CH2:1]([O:8][CH2:9][CH2:10][O:11][CH2:12][C@@:13]12[CH:22]([OH:23])[O:21][C@H:20]([C@H:24]3[CH2:28][O:27]C(C)(C)[O:25]3)[C@@H:14]1[O:15]C(C)(C)[O:17]2)[C:2]1[CH:7]=[CH:6][CH:5]=[CH:4][CH:3]=1.